Dataset: Forward reaction prediction with 1.9M reactions from USPTO patents (1976-2016). Task: Predict the product of the given reaction. (1) Given the reactants [Na].[NH2:2][C:3]1[N:7]([CH3:8])[N:6]=[CH:5][C:4]=1[C:9]([O:11]CC)=O.[C:14](OCC)(=[O:21])[CH2:15][C:16]([O:18][CH2:19][CH3:20])=[O:17], predict the reaction product. The product is: [OH:11][C:9]1[C:4]2[CH:5]=[N:6][N:7]([CH3:8])[C:3]=2[NH:2][C:14](=[O:21])[C:15]=1[C:16]([O:18][CH2:19][CH3:20])=[O:17]. (2) Given the reactants [N:1]1([C:7]([O:9][CH2:10][C:11]2[CH:16]=[CH:15][CH:14]=[CH:13][CH:12]=2)=[O:8])[CH2:6][CH2:5][NH:4][CH2:3][CH2:2]1.C(N(CC)CC)C.[CH2:24]([O:27][C:28](Cl)=[O:29])[CH2:25][CH3:26], predict the reaction product. The product is: [CH2:10]([O:9][C:7]([N:1]1[CH2:6][CH2:5][N:4]([C:28]([O:27][CH2:24][CH2:25][CH3:26])=[O:29])[CH2:3][CH2:2]1)=[O:8])[C:11]1[CH:16]=[CH:15][CH:14]=[CH:13][CH:12]=1. (3) Given the reactants [F:1][C:2]1[CH:3]=[C:4]([CH2:9][C:10]([C:12]2[CH:17]=[C:16]([O:18]C)[CH:15]=[CH:14][C:13]=2[O:20]C)=[O:11])[CH:5]=[C:6]([F:8])[CH:7]=1.B(Br)(Br)Br, predict the reaction product. The product is: [F:1][C:2]1[CH:3]=[C:4]([CH2:9][C:10]([C:12]2[CH:17]=[C:16]([OH:18])[CH:15]=[CH:14][C:13]=2[OH:20])=[O:11])[CH:5]=[C:6]([F:8])[CH:7]=1. (4) Given the reactants [CH:1]1([C:4]2[N:8]([CH2:9][C:10]3[C:11]([CH3:16])=[N:12][O:13][C:14]=3[CH3:15])[N:7]=[C:6]([C:17]3[N:22]=[C:21]([NH:23][C:24]4[C:29]([C:30]([O-:32])=[O:31])=[CH:28][N:27]=[CH:26][CH:25]=4)[C:20]([O:33][CH3:34])=[CH:19][N:18]=3)[C:5]=2[CH3:35])[CH2:3][CH2:2]1.[OH-].[Na+].C(O)(=O)CC(CC(O)=O)(C(O)=O)O, predict the reaction product. The product is: [CH:1]1([C:4]2[N:8]([CH2:9][C:10]3[C:11]([CH3:16])=[N:12][O:13][C:14]=3[CH3:15])[N:7]=[C:6]([C:17]3[N:22]=[C:21]([NH:23][C:24]4[C:29]([C:30]([OH:32])=[O:31])=[CH:28][N:27]=[CH:26][CH:25]=4)[C:20]([O:33][CH3:34])=[CH:19][N:18]=3)[C:5]=2[CH3:35])[CH2:3][CH2:2]1.